This data is from Full USPTO retrosynthesis dataset with 1.9M reactions from patents (1976-2016). The task is: Predict the reactants needed to synthesize the given product. Given the product [Cl:1][C:2]1[CH:3]=[CH:4][C:5]([CH2:6][N:7]2[C:11]3=[N:12][CH:13]=[C:14]([O:16][CH2:17][C:18]4[CH:27]=[CH:26][C:25]5[C:20](=[CH:21][CH:22]=[CH:23][CH:24]=5)[N:19]=4)[CH:15]=[C:10]3[CH:9]=[C:8]2[CH2:28][CH2:29][C:30]([OH:32])=[O:31])=[CH:35][CH:36]=1, predict the reactants needed to synthesize it. The reactants are: [Cl:1][C:2]1[CH:36]=[CH:35][C:5]([CH2:6][N:7]2[C:11]3=[N:12][CH:13]=[C:14]([O:16][CH2:17][C:18]4[CH:27]=[CH:26][C:25]5[C:20](=[CH:21][CH:22]=[CH:23][CH:24]=5)[N:19]=4)[CH:15]=[C:10]3[CH:9]=[C:8]2[CH2:28][CH2:29][C:30]([O:32]CC)=[O:31])=[CH:4][CH:3]=1.